Dataset: Reaction yield outcomes from USPTO patents with 853,638 reactions. Task: Predict the reaction yield, written as a fraction of the theoretical maximum amount of product (1.0 means a 100% yield; for example, 0.34 means a 34% yield). (1) The product is [F:1][C:2]1[C:11]2[O:10][CH2:9][C:8]([N+:15]([O-:17])=[O:16])=[CH:7][C:6]=2[C:5]([C:12]([NH2:14])=[O:13])=[CH:4][CH:3]=1. The reactants are [F:1][C:2]1[C:11]2[O:10][CH2:9][CH:8]=[CH:7][C:6]=2[C:5]([C:12]([NH2:14])=[O:13])=[CH:4][CH:3]=1.[N:15]([O-:17])=[O:16].[Na+].C(OC(C)C)(=O)C.II. The catalyst is O. The yield is 0.700. (2) The product is [C:24]([O:23][C:21]([N:8]([CH2:1][C:2]1[CH:7]=[CH:6][CH:5]=[CH:4][CH:3]=1)[C@H:9]([CH2:17][OH:18])[CH2:10][C:11]1[CH:16]=[CH:15][CH:14]=[CH:13][CH:12]=1)=[O:22])([CH3:27])([CH3:26])[CH3:25]. The yield is 0.970. The reactants are [CH2:1]([NH:8][C@H:9]([CH2:17][OH:18])[CH2:10][C:11]1[CH:16]=[CH:15][CH:14]=[CH:13][CH:12]=1)[C:2]1[CH:7]=[CH:6][CH:5]=[CH:4][CH:3]=1.CO.[C:21](O[C:21]([O:23][C:24]([CH3:27])([CH3:26])[CH3:25])=[O:22])([O:23][C:24]([CH3:27])([CH3:26])[CH3:25])=[O:22]. The catalyst is C(N(CC)CC)C. (3) The reactants are Cl[C:2]([O:4][C:5]1[CH:10]=[CH:9][C:8]([N+:11]([O-:13])=[O:12])=[CH:7][CH:6]=1)=[O:3].[F:14][C:15]1[CH:16]=[C:17]([CH:22]2[NH:27][C:26]([O:28][CH3:29])=[N:25][C:24]([CH3:30])=[C:23]2[C:31]([O:33][CH3:34])=[O:32])[CH:18]=[CH:19][C:20]=1[F:21]. The catalyst is CN(C)C1C=CN=CC=1.C(Cl)Cl. The product is [F:14][C:15]1[CH:16]=[C:17]([CH:22]2[N:27]([C:2]([O:4][C:5]3[CH:10]=[CH:9][C:8]([N+:11]([O-:13])=[O:12])=[CH:7][CH:6]=3)=[O:3])[C:26]([O:28][CH3:29])=[N:25][C:24]([CH3:30])=[C:23]2[C:31]([O:33][CH3:34])=[O:32])[CH:18]=[CH:19][C:20]=1[F:21]. The yield is 0.850. (4) The reactants are [CH2:1]([C:3]1[C:4]([O:16]C)=[N:5][C:6]([CH3:15])=[C:7]([C:9]2[O:13][N:12]=[C:11]([CH3:14])[N:10]=2)[CH:8]=1)[CH3:2].[I-].[Na+].Cl[Si](C)(C)C. The catalyst is C(#N)C. The product is [CH2:1]([C:3]1[C:4](=[O:16])[NH:5][C:6]([CH3:15])=[C:7]([C:9]2[O:13][N:12]=[C:11]([CH3:14])[N:10]=2)[CH:8]=1)[CH3:2]. The yield is 0.880. (5) The reactants are [C:1]([O:4][C@H:5]1[C@H:10]([O:11][C:12](=[O:14])[CH3:13])[C@@H:9]([O:15][C:16](=[O:18])[CH3:17])[C@H:8]([C:19]2[CH:24]=[CH:23][C:22]([Cl:25])=[C:21]([CH2:26][C:27]3[CH:32]=[CH:31][C:30]([C:33](=O)[CH3:34])=[CH:29][CH:28]=3)[CH:20]=2)[O:7][C@@H:6]1[CH2:36][O:37][C:38](=[O:40])[CH3:39])(=[O:3])[CH3:2].N1C=CC=CC=1.Cl.[CH2:48]([O:50][NH2:51])[CH3:49]. The catalyst is C(O)C. The product is [C:1]([O:4][C@H:5]1[C@H:10]([O:11][C:12](=[O:14])[CH3:13])[C@@H:9]([O:15][C:16](=[O:18])[CH3:17])[C@H:8]([C:19]2[CH:24]=[CH:23][C:22]([Cl:25])=[C:21]([CH2:26][C:27]3[CH:28]=[CH:29][C:30]([C:33](=[N:51][O:50][CH2:48][CH3:49])[CH3:34])=[CH:31][CH:32]=3)[CH:20]=2)[O:7][C@@H:6]1[CH2:36][O:37][C:38](=[O:40])[CH3:39])(=[O:3])[CH3:2]. The yield is 0.697. (6) The reactants are [O:1]1[CH2:5][C@H:4]([OH:6])[C@@H:3]([OH:7])[CH2:2]1.[C:8]([Si:12]([CH3:15])([CH3:14])Cl)([CH3:11])([CH3:10])[CH3:9]. The catalyst is ClCCl. The product is [Si:12]([O:6][C@H:4]1[CH2:5][O:1][CH2:2][C@@H:3]1[OH:7])([C:8]([CH3:11])([CH3:10])[CH3:9])([CH3:15])[CH3:14]. The yield is 0.190. (7) The reactants are Cl[C:2]1[CH:7]=[C:6](/[CH:8]=[CH:9]/[CH:10]([C:15]2[CH:20]=[C:19]([Cl:21])[CH:18]=[C:17]([Cl:22])[CH:16]=2)[C:11]([F:14])([F:13])[F:12])[CH:5]=[CH:4][C:3]=1[CH2:23][NH2:24].[C:25](OC(=O)C)(=[O:27])[CH3:26]. The catalyst is C(Cl)Cl.O. The product is [Cl:22][C:17]1[CH:16]=[C:15]([CH:10]([C:11]([F:14])([F:12])[F:13])/[CH:9]=[CH:8]/[C:6]2[CH:7]=[CH:2][C:3]([CH2:23][NH:24][C:25](=[O:27])[CH3:26])=[CH:4][CH:5]=2)[CH:20]=[C:19]([Cl:21])[CH:18]=1. The yield is 0.600.